Task: Predict the product of the given reaction.. Dataset: Forward reaction prediction with 1.9M reactions from USPTO patents (1976-2016) Given the reactants [CH3:1][S:2](Cl)(=[O:4])=[O:3].[C:6]1([S:12]([C:15]2[CH:16]=[CH:17][C:18]3[O:23][CH2:22][C@@H:21]([CH2:24][OH:25])[O:20][C:19]=3[CH:26]=2)(=[O:14])=[O:13])[CH:11]=[CH:10][CH:9]=[CH:8][CH:7]=1.C(N(CC)CC)C, predict the reaction product. The product is: [C:6]1([S:12]([C:15]2[CH:16]=[CH:17][C:18]3[O:23][CH2:22][C@@H:21]([CH2:24][O:25][S:2]([CH3:1])(=[O:4])=[O:3])[O:20][C:19]=3[CH:26]=2)(=[O:14])=[O:13])[CH:7]=[CH:8][CH:9]=[CH:10][CH:11]=1.